From a dataset of Reaction yield outcomes from USPTO patents with 853,638 reactions. Predict the reaction yield, written as a fraction of the theoretical maximum amount of product (1.0 means a 100% yield; for example, 0.34 means a 34% yield). (1) The reactants are [C:1]1([N:7]2[C:12](=[O:13])[C:11]3[S:14][CH:15]=[C:16]([C:17]4[CH:22]=[CH:21][CH:20]=[CH:19][CH:18]=4)[C:10]=3[N:9]=[CH:8]2)[CH:6]=[CH:5][CH:4]=[CH:3][CH:2]=1.NC1C(C2C=CC=CC=2[I:35])=CSC=1C(OC)=O.C([O:47][CH2:48]C)(OCC)OCC.COC1C=CC(N)=CC=1. The catalyst is C(O)(=O)C. The product is [I:35][C:22]1[CH:21]=[CH:20][CH:19]=[CH:18][C:17]=1[C:16]1[C:10]2[N:9]=[CH:8][N:7]([C:1]3[CH:6]=[CH:5][C:4]([O:47][CH3:48])=[CH:3][CH:2]=3)[C:12](=[O:13])[C:11]=2[S:14][CH:15]=1. The yield is 0.510. (2) The yield is 0.461. The reactants are [C:1]([C:3]1[CH:8]=[CH:7][C:6]([C:9]2[CH:10]=[N:11][N:12]([C:15]3[CH:23]=[CH:22][C:18]([C:19]([OH:21])=O)=[CH:17][N:16]=3)[C:13]=2[OH:14])=[C:5]([CH3:24])[CH:4]=1)#[N:2].[CH3:25][N:26]([CH3:32])[C@H:27]1[CH2:31][CH2:30][NH:29][CH2:28]1.Cl.C(N=C=NCCCN(C)C)C.C1C=CC2N(O)N=NC=2C=1.CCN(C(C)C)C(C)C.Cl. The catalyst is CN(C=O)C. The product is [CH3:25][N:26]([CH3:32])[C@H:27]1[CH2:31][CH2:30][N:29]([C:19]([C:18]2[CH:22]=[CH:23][C:15]([N:12]3[C:13]([OH:14])=[C:9]([C:6]4[CH:7]=[CH:8][C:3]([C:1]#[N:2])=[CH:4][C:5]=4[CH3:24])[CH:10]=[N:11]3)=[N:16][CH:17]=2)=[O:21])[CH2:28]1. (3) The reactants are [F:1][C:2]1[CH:3]=[C:4]([CH:8]2[CH2:10][O:9]2)[CH:5]=[CH:6][CH:7]=1.[OH:11][C:12]1[CH:19]=[CH:18][C:15]([CH:16]=[O:17])=[CH:14][CH:13]=1.[OH-].[Na+]. The catalyst is C1(C)C=CC=CC=1. The product is [F:1][C:2]1[CH:3]=[C:4]([CH:8]([OH:9])[CH2:10][O:11][C:12]2[CH:19]=[CH:18][C:15]([CH:16]=[O:17])=[CH:14][CH:13]=2)[CH:5]=[CH:6][CH:7]=1. The yield is 0.170. (4) The product is [C:15]([O:19][C:20]([N:22]1[CH2:25][CH:24]([O:26][C:11]2[CH:12]=[CH:13][C:8]([Br:7])=[CH:9][CH:10]=2)[CH2:23]1)=[O:21])([CH3:18])([CH3:16])[CH3:17]. The catalyst is C1COCC1. The reactants are [K].[O-]CCCC.[Br:7][C:8]1[CH:13]=[CH:12][C:11](F)=[CH:10][CH:9]=1.[C:15]([O:19][C:20]([N:22]1[CH2:25][CH:24]([OH:26])[CH2:23]1)=[O:21])([CH3:18])([CH3:17])[CH3:16]. The yield is 0.460.